Dataset: NCI-60 drug combinations with 297,098 pairs across 59 cell lines. Task: Regression. Given two drug SMILES strings and cell line genomic features, predict the synergy score measuring deviation from expected non-interaction effect. (1) Drug 1: CCC1=C2CN3C(=CC4=C(C3=O)COC(=O)C4(CC)O)C2=NC5=C1C=C(C=C5)O. Drug 2: C1CN(P(=O)(OC1)NCCCl)CCCl. Cell line: IGROV1. Synergy scores: CSS=14.4, Synergy_ZIP=-3.44, Synergy_Bliss=-0.261, Synergy_Loewe=-89.7, Synergy_HSA=-0.109. (2) Drug 1: C1=CC=C(C(=C1)C(C2=CC=C(C=C2)Cl)C(Cl)Cl)Cl. Drug 2: CC1C(C(CC(O1)OC2CC(CC3=C2C(=C4C(=C3O)C(=O)C5=CC=CC=C5C4=O)O)(C(=O)C)O)N)O. Cell line: ACHN. Synergy scores: CSS=57.0, Synergy_ZIP=-5.82, Synergy_Bliss=-6.65, Synergy_Loewe=-4.08, Synergy_HSA=-2.54. (3) Synergy scores: CSS=24.6, Synergy_ZIP=-2.17, Synergy_Bliss=-1.84, Synergy_Loewe=-23.3, Synergy_HSA=-1.99. Cell line: SN12C. Drug 1: C(=O)(N)NO. Drug 2: CC1C(C(CC(O1)OC2CC(CC3=C2C(=C4C(=C3O)C(=O)C5=C(C4=O)C(=CC=C5)OC)O)(C(=O)CO)O)N)O.Cl. (4) Drug 1: CC1=CC2C(CCC3(C2CCC3(C(=O)C)OC(=O)C)C)C4(C1=CC(=O)CC4)C. Drug 2: C1CNP(=O)(OC1)N(CCCl)CCCl. Cell line: SF-295. Synergy scores: CSS=-1.57, Synergy_ZIP=2.43, Synergy_Bliss=0.563, Synergy_Loewe=-1.69, Synergy_HSA=-2.66. (5) Drug 1: C1=NNC2=C1C(=O)NC=N2. Drug 2: CC(C)NC(=O)C1=CC=C(C=C1)CNNC.Cl. Cell line: OVCAR-8. Synergy scores: CSS=0.164, Synergy_ZIP=6.28, Synergy_Bliss=15.6, Synergy_Loewe=5.09, Synergy_HSA=4.77. (6) Drug 1: CCCCCOC(=O)NC1=NC(=O)N(C=C1F)C2C(C(C(O2)C)O)O. Drug 2: C1=NC2=C(N=C(N=C2N1C3C(C(C(O3)CO)O)F)Cl)N. Cell line: NCIH23. Synergy scores: CSS=25.5, Synergy_ZIP=1.88, Synergy_Bliss=2.85, Synergy_Loewe=-35.6, Synergy_HSA=0.346.